This data is from Catalyst prediction with 721,799 reactions and 888 catalyst types from USPTO. The task is: Predict which catalyst facilitates the given reaction. (1) Reactant: [OH-].[Na+].[S:3]=[C:4]1[NH:9][C:8](=[O:10])[N:7]2[N:11]=[CH:12][CH:13]=[C:6]2[NH:5]1.[CH3:14]I. Product: [CH3:14][S:3][C:4]1[NH:9][C:8](=[O:10])[N:7]2[N:11]=[CH:12][CH:13]=[C:6]2[N:5]=1. The catalyst class is: 14. (2) Reactant: Br[N:2]1[C:10]2[C:5](=[CH:6][CH:7]=[CH:8][CH:9]=2)[CH:4]=[C:3]1[C:11]1[CH:12]=[N:13][CH:14]=[CH:15][C:16]=1[CH3:17].[B:18]1([B:18]2[O:22][C:21]([CH3:24])([CH3:23])[C:20]([CH3:26])([CH3:25])[O:19]2)[O:22][C:21]([CH3:24])([CH3:23])[C:20]([CH3:26])([CH3:25])[O:19]1.C([O-])(=O)C.[K+]. Product: [CH3:17][C:16]1[CH:15]=[CH:14][N:13]=[CH:12][C:11]=1[C:3]1[NH:2][C:10]2[C:5]([CH:4]=1)=[CH:6][C:7]([B:18]1[O:22][C:21]([CH3:24])([CH3:23])[C:20]([CH3:26])([CH3:25])[O:19]1)=[CH:8][CH:9]=2. The catalyst class is: 12. (3) Reactant: C1C(=O)N([Br:8])C(=O)C1.O[CH2:10][CH2:11][CH2:12][S:13]([C:16]1[CH:23]=[CH:22][C:19]([C:20]#[N:21])=[CH:18][CH:17]=1)(=[O:15])=[O:14].C1(P(C2C=CC=CC=2)C2C=CC=CC=2)C=CC=CC=1. Product: [Br:8][CH2:10][CH2:11][CH2:12][S:13]([C:16]1[CH:23]=[CH:22][C:19]([C:20]#[N:21])=[CH:18][CH:17]=1)(=[O:15])=[O:14]. The catalyst class is: 4. (4) Reactant: [CH2:1]([O:3][C:4]([C:6]1[C:7]2[S:15][CH:14]=[C:13]([CH3:16])[C:8]=2[C:9]([Cl:12])=[N:10][CH:11]=1)=[O:5])[CH3:2].[Br:17]N1C(=O)CCC1=O.N(C(C)(C)C#N)=NC(C)(C)C#N. Product: [CH2:1]([O:3][C:4]([C:6]1[C:7]2[S:15][CH:14]=[C:13]([CH2:16][Br:17])[C:8]=2[C:9]([Cl:12])=[N:10][CH:11]=1)=[O:5])[CH3:2]. The catalyst class is: 53. (5) The catalyst class is: 13. Reactant: [C:1]([O:5][C:6]([N:8]1[CH2:12][C@@H:11]([NH2:13])[CH2:10][C@H:9]1[CH2:14][OH:15])=[O:7])([CH3:4])([CH3:3])[CH3:2].[Br:16][C:17]1[CH:18]=[CH:19][C:20](F)=[C:21]([N+:23]([O-:25])=[O:24])[CH:22]=1.C(N(CC)CC)C. Product: [C:1]([O:5][C:6]([N:8]1[CH2:12][C@@H:11]([NH:13][C:20]2[CH:19]=[CH:18][C:17]([Br:16])=[CH:22][C:21]=2[N+:23]([O-:25])=[O:24])[CH2:10][C@H:9]1[CH2:14][OH:15])=[O:7])([CH3:4])([CH3:3])[CH3:2]. (6) Reactant: Cl.Cl.Cl.[CH:4]1([N:9]2[CH2:14][CH2:13][N:12]([C:15]3[CH:16]=[C:17]4[C:22](=[CH:23][CH:24]=3)[CH2:21][NH:20][CH2:19][CH2:18]4)[CH2:11][CH2:10]2)[CH2:8][CH2:7][CH2:6][CH2:5]1.[CH:25]1([CH:31]=O)[CH2:30][CH2:29][CH2:28][CH2:27][CH2:26]1.C(O[BH-](OC(=O)C)OC(=O)C)(=O)C.[Na+].C(=O)([O-])[O-].[Na+].[Na+]. Product: [CH:25]1([CH2:31][N:20]2[CH2:19][CH2:18][C:17]3[C:22](=[CH:23][CH:24]=[C:15]([N:12]4[CH2:11][CH2:10][N:9]([CH:4]5[CH2:8][CH2:7][CH2:6][CH2:5]5)[CH2:14][CH2:13]4)[CH:16]=3)[CH2:21]2)[CH2:30][CH2:29][CH2:28][CH2:27][CH2:26]1. The catalyst class is: 478. (7) Reactant: [Br:1][C:2]1[CH:7]=[CH:6][C:5]([CH2:8]Cl)=[CH:4][CH:3]=1.[Cl:10][CH2:11][CH:12]1[O:16][C:15](=[O:17])[NH:14][CH2:13]1.[H-].[Na+].CN(C=O)C. Product: [Br:1][C:2]1[CH:3]=[CH:4][C:5]([CH2:8][N:14]2[CH2:13][CH:12]([CH2:11][Cl:10])[O:16][C:15]2=[O:17])=[CH:6][CH:7]=1. The catalyst class is: 20.